Dataset: Reaction yield outcomes from USPTO patents with 853,638 reactions. Task: Predict the reaction yield, written as a fraction of the theoretical maximum amount of product (1.0 means a 100% yield; for example, 0.34 means a 34% yield). (1) The reactants are O1CCCC1.[C:6]([O:10][C:11](=[O:19])[NH:12][C:13]1[S:17][C:16]([Br:18])=[N:15][CH:14]=1)([CH3:9])([CH3:8])[CH3:7].[H-].[Na+].[CH3:22][C:23]([O:26][C:27](O[C:27]([O:26][C:23]([CH3:25])([CH3:24])[CH3:22])=[O:28])=[O:28])([CH3:25])[CH3:24]. The catalyst is C(OCC)(=O)C.O. The product is [Br:18][C:16]1[S:17][C:13]([N:12]([C:27]([O:26][C:23]([CH3:25])([CH3:24])[CH3:22])=[O:28])[C:11]([O:10][C:6]([CH3:9])([CH3:7])[CH3:8])=[O:19])=[CH:14][N:15]=1. The yield is 0.930. (2) The reactants are [Br:1][C:2]1[CH:3]=[C:4]([CH:9]=[CH:10][CH:11]=1)[C:5]([NH:7][NH2:8])=[O:6].CN1CCCC1=O.[C:19](Cl)(=[O:26])[C:20]1[CH:25]=[CH:24][CH:23]=[CH:22][CH:21]=1. The catalyst is O. The product is [C:19]([NH:8][NH:7][C:5](=[O:6])[C:4]1[CH:9]=[CH:10][CH:11]=[C:2]([Br:1])[CH:3]=1)(=[O:26])[C:20]1[CH:25]=[CH:24][CH:23]=[CH:22][CH:21]=1. The yield is 0.960. (3) The reactants are [CH3:1][Mg]Br.[C:4]([O:8][C:9]([N:11]1[CH2:16][CH2:15][C:14]([C:24](=[O:26])[CH3:25])([C:17]2[CH:22]=[CH:21][C:20]([Cl:23])=[CH:19][CH:18]=2)[CH2:13][CH2:12]1)=[O:10])([CH3:7])([CH3:6])[CH3:5]. The catalyst is C1(C)C=CC=CC=1.O1CCCC1.O1CCCC1. The product is [C:4]([O:8][C:9]([N:11]1[CH2:16][CH2:15][C:14]([C:17]2[CH:18]=[CH:19][C:20]([Cl:23])=[CH:21][CH:22]=2)([C:24]([OH:26])([CH3:1])[CH3:25])[CH2:13][CH2:12]1)=[O:10])([CH3:7])([CH3:5])[CH3:6]. The yield is 0.670. (4) The reactants are [NH2:1][C:2]1[CH:3]=[C:4]([CH:17]=[CH:18][CH:19]=1)[O:5][C:6]1[C:15]2[NH:14][C:13](=[O:16])[CH:12]=[N:11][C:10]=2[N:9]=[CH:8][CH:7]=1.[F:20][C:21]1[CH:26]=[CH:25][C:24]([C:27]([F:30])([F:29])[F:28])=[CH:23][C:22]=1[N:31]=[C:32]=[O:33]. No catalyst specified. The product is [F:20][C:21]1[CH:26]=[CH:25][C:24]([C:27]([F:30])([F:29])[F:28])=[CH:23][C:22]=1[NH:31][C:32]([NH:1][C:2]1[CH:19]=[CH:18][CH:17]=[C:4]([O:5][C:6]2[C:15]3[NH:14][C:13](=[O:16])[CH:12]=[N:11][C:10]=3[N:9]=[CH:8][CH:7]=2)[CH:3]=1)=[O:33]. The yield is 0.730. (5) The reactants are [CH3:1][N:2]1[C:6]([C:7]2[CH:8]=[C:9]([C:12]([OH:14])=O)[S:10][CH:11]=2)=[CH:5][CH:4]=[N:3]1.[NH2:15][C@@H:16]([CH2:29][C:30]1[CH:35]=[C:34]([F:36])[CH:33]=[CH:32][C:31]=1[F:37])[CH2:17][N:18]1[C:26](=[O:27])[C:25]2[C:20](=[CH:21][CH:22]=[CH:23][CH:24]=2)[C:19]1=[O:28].FC1C=CC=C(F)C=1C[C@@H](C(O)=O)N.C1CN([P+](Br)(N2CCCC2)N2CCCC2)CC1.F[P-](F)(F)(F)(F)F.CCN(C(C)C)C(C)C. The catalyst is C(Cl)(Cl)Cl. The product is [F:37][C:31]1[CH:32]=[CH:33][C:34]([F:36])=[CH:35][C:30]=1[CH2:29][C@H:16]([NH:15][C:12]([C:9]1[S:10][CH:11]=[C:7]([C:6]2[N:2]([CH3:1])[N:3]=[CH:4][CH:5]=2)[CH:8]=1)=[O:14])[CH2:17][N:18]1[C:26](=[O:27])[C:25]2[C:20](=[CH:21][CH:22]=[CH:23][CH:24]=2)[C:19]1=[O:28]. The yield is 0.340. (6) The reactants are [NH2:1][C:2]1[CH:3]=[N:4][CH:5]=[C:6]([Br:8])[CH:7]=1.[C:9](Cl)(=[O:14])[C:10]([CH3:13])([CH3:12])[CH3:11]. The product is [Br:8][C:6]1[CH:7]=[C:2]([NH:1][C:9](=[O:14])[C:10]([CH3:13])([CH3:12])[CH3:11])[CH:3]=[N:4][CH:5]=1. The catalyst is N1C=CC=CC=1. The yield is 0.731.